Dataset: Reaction yield outcomes from USPTO patents with 853,638 reactions. Task: Predict the reaction yield, written as a fraction of the theoretical maximum amount of product (1.0 means a 100% yield; for example, 0.34 means a 34% yield). (1) The reactants are [OH:1][C:2]1[CH:11]=[C:10]2[C:5]([CH:6]([C:12]([O:14]C)=[O:13])[CH2:7][CH2:8][O:9]2)=[CH:4][CH:3]=1.[Cl:16][C:17]1[CH:34]=[CH:33][C:20]([CH2:21][CH2:22][NH:23][C:24](=[O:32])[C:25]2[CH:30]=[CH:29][C:28](I)=[CH:27][CH:26]=2)=[CH:19][CH:18]=1.CC(C)(C(=O)CC(=O)C(C)(C)C)C.C([O-])([O-])=O.[Cs+].[Cs+]. The catalyst is CN1CCCC1=O.Cl[Cu]. The product is [Cl:16][C:17]1[CH:18]=[CH:19][C:20]([CH2:21][CH2:22][NH:23][C:24]([C:25]2[CH:26]=[CH:27][C:28]([O:1][C:2]3[CH:11]=[C:10]4[C:5]([CH:6]([C:12]([OH:14])=[O:13])[CH2:7][CH2:8][O:9]4)=[CH:4][CH:3]=3)=[CH:29][CH:30]=2)=[O:32])=[CH:33][CH:34]=1. The yield is 0.378. (2) The reactants are [CH2:1]([O:8][C:9]1[CH:24]=[C:23]([N:25]([CH2:41][C:42]2[CH:47]=[CH:46][C:45]([CH:48]3[CH2:53][CH2:52][NH:51][CH2:50][CH2:49]3)=[CH:44][CH:43]=2)[C:26](=[O:40])[CH2:27][N:28]([CH3:39])[S:29]([C:32]2[CH:37]=[CH:36][C:35]([CH3:38])=[CH:34][CH:33]=2)(=[O:31])=[O:30])[CH:22]=[CH:21][C:10]=1[C:11]([O:13][CH2:14][C:15]1[CH:20]=[CH:19][CH:18]=[CH:17][CH:16]=1)=[O:12])[C:2]1[CH:7]=[CH:6][CH:5]=[CH:4][CH:3]=1.[C:54]([C:56]1[CH:64]=[CH:63][C:59]([C:60](O)=[O:61])=[CH:58][CH:57]=1)#[N:55]. No catalyst specified. The product is [CH2:1]([O:8][C:9]1[CH:24]=[C:23]([N:25]([CH2:41][C:42]2[CH:43]=[CH:44][C:45]([CH:48]3[CH2:49][CH2:50][N:51]([C:60](=[O:61])[C:59]4[CH:63]=[CH:64][C:56]([C:54]#[N:55])=[CH:57][CH:58]=4)[CH2:52][CH2:53]3)=[CH:46][CH:47]=2)[C:26](=[O:40])[CH2:27][N:28]([CH3:39])[S:29]([C:32]2[CH:37]=[CH:36][C:35]([CH3:38])=[CH:34][CH:33]=2)(=[O:31])=[O:30])[CH:22]=[CH:21][C:10]=1[C:11]([O:13][CH2:14][C:15]1[CH:16]=[CH:17][CH:18]=[CH:19][CH:20]=1)=[O:12])[C:2]1[CH:7]=[CH:6][CH:5]=[CH:4][CH:3]=1. The yield is 0.890.